From a dataset of Reaction yield outcomes from USPTO patents with 853,638 reactions. Predict the reaction yield, written as a fraction of the theoretical maximum amount of product (1.0 means a 100% yield; for example, 0.34 means a 34% yield). (1) The reactants are [C:1]([NH:11][C@H:12]([C:15]([OH:17])=[O:16])[CH2:13]Cl)([O:3][CH2:4][C:5]1[CH:10]=[CH:9][CH:8]=[CH:7][CH:6]=1)=[O:2].C(=O)([O-])[O-].[Na+].[Na+].[C:24]1([SH:30])[CH:29]=[CH:28][CH:27]=[CH:26][CH:25]=1.Cl. The catalyst is O. The product is [C:1]([NH:11][C@H:12]([C:15]([OH:17])=[O:16])[CH2:13][S:30][C:24]1[CH:29]=[CH:28][CH:27]=[CH:26][CH:25]=1)([O:3][CH2:4][C:5]1[CH:10]=[CH:9][CH:8]=[CH:7][CH:6]=1)=[O:2]. The yield is 0.810. (2) The yield is 0.620. The reactants are [O:1]([C:8]1[CH:9]=[C:10]([CH:13]=[CH:14][CH:15]=1)[CH2:11][NH2:12])[C:2]1[CH:7]=[CH:6][CH:5]=[CH:4][CH:3]=1.[S:16]1[C:20]2[CH:21]=[C:22]([C:25](O)=[O:26])[CH:23]=[CH:24][C:19]=2[N:18]=[CH:17]1.F[P-](F)(F)(F)(F)F.N1(O[P+](N(C)C)(N(C)C)N(C)C)C2C=CC=CC=2N=N1.C(N(CC)CC)C. The product is [O:1]([C:8]1[CH:9]=[C:10]([CH:13]=[CH:14][CH:15]=1)[CH2:11][NH:12][C:25]([C:22]1[CH:23]=[CH:24][C:19]2[N:18]=[CH:17][S:16][C:20]=2[CH:21]=1)=[O:26])[C:2]1[CH:3]=[CH:4][CH:5]=[CH:6][CH:7]=1. The catalyst is O1CCCC1. (3) The reactants are [CH2:1]([O:3][C:4]([C:6]1[C:15](=[O:16])[C:14]2[C:13](=[O:17])[CH2:12][CH2:11][CH2:10][C:9]=2[NH:8][CH:7]=1)=[O:5])[CH3:2].II. The catalyst is C(O)C. The product is [CH2:1]([O:3][C:4]([C:6]1[C:15](=[O:16])[C:14]2[C:9](=[CH:10][CH:11]=[CH:12][C:13]=2[OH:17])[NH:8][CH:7]=1)=[O:5])[CH3:2]. The yield is 0.430. (4) The catalyst is C1COCC1. The reactants are [CH2:1]([S:8]([NH:11][C:12]([CH:14]1[CH2:17][N:16]([C:18]2[C:28]([O:29][CH2:30][CH2:31][CH2:32][C:33]([O:35]C)=[O:34])=[CH:27][C:21]([C:22]([O:24][CH2:25][CH3:26])=[O:23])=[C:20]([CH3:37])[N:19]=2)[CH2:15]1)=[O:13])(=[O:10])=[O:9])[C:2]1[CH:7]=[CH:6][CH:5]=[CH:4][CH:3]=1.[OH-].[Na+]. The yield is 0.500. The product is [CH2:1]([S:8]([NH:11][C:12]([CH:14]1[CH2:17][N:16]([C:18]2[C:28]([O:29][CH2:30][CH2:31][CH2:32][C:33]([OH:35])=[O:34])=[CH:27][C:21]([C:22]([O:24][CH2:25][CH3:26])=[O:23])=[C:20]([CH3:37])[N:19]=2)[CH2:15]1)=[O:13])(=[O:9])=[O:10])[C:2]1[CH:7]=[CH:6][CH:5]=[CH:4][CH:3]=1.